Dataset: NCI-60 drug combinations with 297,098 pairs across 59 cell lines. Task: Regression. Given two drug SMILES strings and cell line genomic features, predict the synergy score measuring deviation from expected non-interaction effect. (1) Drug 1: C1CCC(CC1)NC(=O)N(CCCl)N=O. Drug 2: C1=C(C(=O)NC(=O)N1)N(CCCl)CCCl. Cell line: NCI/ADR-RES. Synergy scores: CSS=25.0, Synergy_ZIP=-6.34, Synergy_Bliss=2.17, Synergy_Loewe=-0.740, Synergy_HSA=3.23. (2) Drug 1: CCC1(CC2CC(C3=C(CCN(C2)C1)C4=CC=CC=C4N3)(C5=C(C=C6C(=C5)C78CCN9C7C(C=CC9)(C(C(C8N6C)(C(=O)OC)O)OC(=O)C)CC)OC)C(=O)OC)O.OS(=O)(=O)O. Drug 2: COC1=C2C(=CC3=C1OC=C3)C=CC(=O)O2. Cell line: NCI-H322M. Synergy scores: CSS=-0.777, Synergy_ZIP=4.39, Synergy_Bliss=5.63, Synergy_Loewe=0.380, Synergy_HSA=3.10. (3) Drug 1: C1=C(C(=O)NC(=O)N1)N(CCCl)CCCl. Drug 2: CN(CCCl)CCCl.Cl. Cell line: OVCAR-8. Synergy scores: CSS=5.66, Synergy_ZIP=-7.18, Synergy_Bliss=-3.34, Synergy_Loewe=-6.13, Synergy_HSA=-3.87.